This data is from Peptide-MHC class II binding affinity with 134,281 pairs from IEDB. The task is: Regression. Given a peptide amino acid sequence and an MHC pseudo amino acid sequence, predict their binding affinity value. This is MHC class II binding data. The peptide sequence is ASIVKASFEEGKCGL. The MHC is HLA-DQA10201-DQB10402 with pseudo-sequence HLA-DQA10201-DQB10402. The binding affinity (normalized) is 0.305.